From a dataset of Reaction yield outcomes from USPTO patents with 853,638 reactions. Predict the reaction yield, written as a fraction of the theoretical maximum amount of product (1.0 means a 100% yield; for example, 0.34 means a 34% yield). (1) The reactants are O.[Cl:2][C:3]1[CH:8]=[CH:7][CH:6]=[CH:5][C:4]=1[CH2:9][CH2:10][N:11]([CH2:19][CH2:20][CH2:21][S:22][CH2:23][CH2:24][NH:25][CH2:26][C@H:27]([OH:39])[C:28]1[C:36]2[S:35][C:34](=[O:37])[NH:33][C:32]=2[C:31]([OH:38])=[CH:30][CH:29]=1)C(=O)OC(C)(C)C.[BrH:40]. The catalyst is C(O)=O.C(#N)C. The product is [BrH:40].[BrH:40].[Cl:2][C:3]1[CH:8]=[CH:7][CH:6]=[CH:5][C:4]=1[CH2:9][CH2:10][NH:11][CH2:19][CH2:20][CH2:21][S:22][CH2:23][CH2:24][NH:25][CH2:26][C@@H:27]([C:28]1[C:36]2[S:35][C:34](=[O:37])[NH:33][C:32]=2[C:31]([OH:38])=[CH:30][CH:29]=1)[OH:39]. The yield is 0.670. (2) The reactants are [CH3:1][C:2]1[CH:7]=[CH:6][N:5]=[CH:4][C:3]=1[C:8]1[CH:17]=[C:16]2[C:11]([CH:12]=[C:13]([NH2:18])[N:14]=[CH:15]2)=[CH:10][CH:9]=1.[F:19][C@H:20]1[CH2:22][C@H:21]1[C:23](O)=[O:24].CN(C(ON1N=NC2C=CC=NC1=2)=[N+](C)C)C.F[P-](F)(F)(F)(F)F.C(N(CC)C(C)C)(C)C. The catalyst is CN(C)C=O.C(OCC)(=O)C. The product is [F:19][C@H:20]1[CH2:22][C@H:21]1[C:23]([NH:18][C:13]1[N:14]=[CH:15][C:16]2[C:11]([CH:12]=1)=[CH:10][CH:9]=[C:8]([C:3]1[CH:4]=[N:5][CH:6]=[CH:7][C:2]=1[CH3:1])[CH:17]=2)=[O:24]. The yield is 0.230. (3) The reactants are CN(C)[CH:3]=[CH:4][C:5]([C:7]1[C:12](=[O:13])[CH:11]=[CH:10][N:9]([C:14]2[CH:19]=[CH:18][C:17]([C:20]([F:23])([F:22])[F:21])=[CH:16][CH:15]=2)[N:8]=1)=O.[C:25]1([NH:31][NH2:32])[CH:30]=[CH:29][CH:28]=[CH:27][CH:26]=1. The catalyst is CO. The product is [C:25]1([N:31]2[C:5]([C:7]3[C:12](=[O:13])[CH:11]=[CH:10][N:9]([C:14]4[CH:19]=[CH:18][C:17]([C:20]([F:22])([F:21])[F:23])=[CH:16][CH:15]=4)[N:8]=3)=[CH:4][CH:3]=[N:32]2)[CH:30]=[CH:29][CH:28]=[CH:27][CH:26]=1. The yield is 0.120. (4) The reactants are [NH:1]1[CH2:7][CH2:6][CH2:5][CH2:4][CH2:3][CH2:2]1.CN(C)C=O.F[C:14]1[CH:19]=[CH:18][C:17]([C:20]([F:23])([F:22])[F:21])=[CH:16][C:15]=1[N+:24]([O-:26])=[O:25]. The catalyst is O. The product is [N+:24]([C:15]1[CH:16]=[C:17]([C:20]([F:21])([F:22])[F:23])[CH:18]=[CH:19][C:14]=1[N:1]1[CH2:7][CH2:6][CH2:5][CH2:4][CH2:3][CH2:2]1)([O-:26])=[O:25]. The yield is 0.975. (5) The reactants are C[O:2][C:3]([C:5]1([CH2:11][S:12](Cl)(=[O:14])=[O:13])[CH2:10][CH2:9][O:8][CH2:7][CH2:6]1)=[O:4].Cl.[CH2:17]1[C:22]2[S:23][C:24]3[CH:29]=[CH:28][CH:27]=[CH:26][C:25]=3[C:21]=2[CH2:20][CH2:19][NH:18]1.C(N(CC)CC)C.O.[OH-].[Li+]. The catalyst is O1CCCC1.CO.O. The product is [CH2:17]1[C:22]2[S:23][C:24]3[CH:29]=[CH:28][CH:27]=[CH:26][C:25]=3[C:21]=2[CH2:20][CH2:19][N:18]1[S:12]([CH2:11][C:5]1([C:3]([OH:2])=[O:4])[CH2:10][CH2:9][O:8][CH2:7][CH2:6]1)(=[O:14])=[O:13]. The yield is 0.250. (6) The reactants are [C:1]([O:5][C:6]([NH:8][C@H:9]([C:27]([O:29][C:30]([CH3:33])([CH3:32])[CH3:31])=[O:28])[CH2:10][C@H:11]([CH2:19][C:20]1[CH:25]=[CH:24][C:23]([OH:26])=[CH:22][N:21]=1)[C:12]([O:14][C:15]([CH3:18])([CH3:17])[CH3:16])=[O:13])=[O:7])([CH3:4])([CH3:3])[CH3:2].C(=O)([O-])[O-].[Cs+].[Cs+].[C:40]1([CH3:63])[CH:45]=[CH:44][C:43]([S:46]([O:49][CH2:50][CH2:51]OS(C2C=CC(C)=CC=2)(=O)=O)(=[O:48])=[O:47])=[CH:42][CH:41]=1.O. The catalyst is CN(C)C=O. The product is [C:1]([O:5][C:6]([NH:8][C@H:9]([C:27]([O:29][C:30]([CH3:33])([CH3:32])[CH3:31])=[O:28])[CH2:10][C@H:11]([CH2:19][C:20]1[CH:25]=[CH:24][C:23]([O:26][CH2:51][CH2:50][O:49][S:46]([C:43]2[CH:44]=[CH:45][C:40]([CH3:63])=[CH:41][CH:42]=2)(=[O:48])=[O:47])=[CH:22][N:21]=1)[C:12]([O:14][C:15]([CH3:16])([CH3:18])[CH3:17])=[O:13])=[O:7])([CH3:2])([CH3:3])[CH3:4]. The yield is 0.400. (7) The reactants are [NH:1]1[CH2:6][CH2:5][CH2:4][CH:3]([OH:7])[CH2:2]1.Cl[C:9]1[N:14]=[CH:13][C:12]([N+:15]([O-:17])=[O:16])=[CH:11][N:10]=1.C([O-])([O-])=O.[K+].[K+]. The catalyst is CN(C=O)C. The product is [N+:15]([C:12]1[CH:11]=[N:10][C:9]([N:1]2[CH2:6][CH2:5][CH2:4][CH:3]([OH:7])[CH2:2]2)=[N:14][CH:13]=1)([O-:17])=[O:16]. The yield is 0.760. (8) The reactants are F[C:2]1[CH:3]=[CH:4][C:5]([CH:8]=O)=[N:6][CH:7]=1.[NH:10]1[CH2:14][CH2:13][CH2:12][CH2:11]1.[NH2:15][C:16]1[C:21]([NH2:22])=[C:20]([C:23]2[CH:28]=[CH:27][C:26]([CH2:29][NH:30][C:31](=[O:37])OC(C)(C)C)=[C:25]([F:38])[CH:24]=2)[CH:19]=[CH:18][N:17]=1.[C:39]([C:43]1[O:47][N:46]=[C:45](C([O-])=O)[N:44]=1)([CH3:42])([CH3:41])[CH3:40]. No catalyst specified. The product is [C:39]([C:43]1[O:47][N:46]=[C:45]([C:31]([NH:30][CH2:29][C:26]2[CH:27]=[CH:28][C:23]([C:20]3[CH:19]=[CH:18][N:17]=[C:16]4[NH:15][C:8]([C:5]5[CH:4]=[CH:3][C:2]([N:10]6[CH2:14][CH2:13][CH2:12][CH2:11]6)=[CH:7][N:6]=5)=[N:22][C:21]=34)=[CH:24][C:25]=2[F:38])=[O:37])[N:44]=1)([CH3:42])([CH3:41])[CH3:40]. The yield is 0.0400. (9) The reactants are [CH3:1][O:2][C:3]1[CH:4]=[CH:5][C:6]2[O:10][C:9]([CH2:11]O)=[CH:8][C:7]=2[CH:13]=1.P(Br)(Br)[Br:15]. The catalyst is C1(C)C=CC=CC=1. The product is [Br:15][CH2:11][C:9]1[O:10][C:6]2[CH:5]=[CH:4][C:3]([O:2][CH3:1])=[CH:13][C:7]=2[CH:8]=1. The yield is 0.740. (10) The reactants are Cl[C:2](Cl)([O:4]C(=O)OC(Cl)(Cl)Cl)Cl.[NH2:13][CH2:14][CH:15]([OH:32])[CH2:16][N:17]1[C:29]2[CH:28]=[CH:27][C:26]([Br:30])=[CH:25][C:24]=2[C:23]2[C:18]1=[CH:19][CH:20]=[C:21]([Br:31])[CH:22]=2.CCN(CC)CC.C(Cl)Cl.CCOC(C)=O. The catalyst is C(Cl)Cl. The product is [Br:31][C:21]1[CH:20]=[CH:19][C:18]2[N:17]([CH2:16][CH:15]3[O:32][C:2](=[O:4])[NH:13][CH2:14]3)[C:29]3[C:24]([C:23]=2[CH:22]=1)=[CH:25][C:26]([Br:30])=[CH:27][CH:28]=3. The yield is 0.200.